From a dataset of Experimentally validated miRNA-target interactions with 360,000+ pairs, plus equal number of negative samples. Binary Classification. Given a miRNA mature sequence and a target amino acid sequence, predict their likelihood of interaction. (1) The miRNA is mmu-miR-297a-5p with sequence AUGUAUGUGUGCAUGUGCAUGU. The protein sequence of the target gene is MQVSIACTEHNLKSRNGEDRLLSKQSSNAPNVVNAARAKFRTVAIIARSLGTFTPQHHISLKESTAKQTGMKYRNLGKSGLRVSCLGLGTWVTFGGQISDEVAERLMTIAYESGVNLFDTAEVYAAGKAEVILGSIIKKKGWRRSSLVITTKLYWGGKAETERGLSRKHIIEGLKGSLQRLQLEYVDVVFANRPDSNTPMEEIVRAMTHVINQGMAMYWGTSRWSAMEIMEAYSVARQFNMIPPVCEQAEYHLFQREKVEVQLPELYHKIGVGAMTWSPLACGIISGKYGNGVPESSRAS.... Result: 1 (interaction). (2) The miRNA is hsa-miR-718 with sequence CUUCCGCCCCGCCGGGCGUCG. The protein sequence of the target gene is MPKNSKVVKRDLDDDVIESVKDLLSNEDSVEEVSKKSELIVDVQEEKDTDAEDGSEADDERPAWNSKLQYILAQVGFSVGLGNVWRFPYLCQKNGGGAYLLPYLILLLVIGIPLFFLELSVGQRIRRGSIGVWNYISPKLGGIGFASCVVCYFVALYYNVIIGWTLFYFSQSFQQPLPWDQCPLVKNASHTYVEPECEQSSATTYYWYREALDITSSISDSGGLNWKMTVCLLVAWVMVCLAMIKGIQSSGKIMYFSSLFPYVVLICFLIRSLLLNGSIDGIRHMFTPKLEMMLEPKVWR.... Result: 0 (no interaction). (3) The miRNA is hsa-miR-6767-3p with sequence CCACGUGCUUCUCUUUCCGCAG. The protein sequence of the target gene is MEEEGVKEAGEKPRGAQMVDKAGWIKKSSGGLLGFWKDRYLLLCQAQLLVYENEDDQKCVETVELGSYEKCQDLRALLKRKHRFILLRSPGNKVSDIKFQAPTGEEKESWIKALNEGINRGKNKAFDEVKVDKSCALEHVTRDRVRGGQRRRPPTRVHLKEVASAASDGLLRLDLDVPDSGPPVFAPSNHVSEAQPRETPRPLMPPTKPFLAPETTSPGDRVETPVGERAPTPVSASSEVSPESQEDSETPAEEDSGSEQPPNSVLPDKLKVSWENPSPQEAPAAESAEPSQAPCSETSE.... Result: 0 (no interaction). (4) The miRNA is hsa-miR-6512-3p with sequence UUCCAGCCCUUCUAAUGGUAGG. The protein sequence of the target gene is MASTSTTIRSHSSSRRGFSANSARLPGVSRSGFSSISVSRSRGSGGLGGACGGAGFGSRSLYGLGGSKRISIGGGSCAISGGYGSRAGGSYGFGGAGSGFGFGGGAGIGFGLGGGAGLAGGFGGPGFPVCPPGGIQEVTVNQSLLTPLNLQIDPAIQRVRAEEREQIKTLNNKFASFIDKVRFLEQQNKVLDTKWTLLQEQGTKTVRQNLEPLFEQYINNLRRQLDNIVGERGRLDSELRNMQDLVEDLKNKYEDEINKRTAAENEFVTLKKDVDAAYMNKVELQAKADTLTDEINFLRA.... Result: 0 (no interaction). (5) The miRNA is hsa-miR-4525 with sequence GGGGGGAUGUGCAUGCUGGUU. The protein sequence of the target gene is MSLEDPFFVVRGEVQKAVNTARGLYQRWCELLQESAAVGREELDWTTNELRNGLRSIEWDLEDLEETIGIVEANPGKFKLPAGDLQERKVFVERMREAVQEMKDHMVSPTAVAFLERNNREILAGKPAAQKSPSDLLDASAVSATSRYIEEQQATQQLIMDEQDQQLEMVSGSIQVLKHMSGRVGEELDEQGIMLDAFAQEMDHTQSRMDGVLRKLAKVSHMTSDRRQWCAIAVLVGVLLLVLILLFSL. Result: 0 (no interaction). (6) The miRNA is hsa-miR-3064-5p with sequence UCUGGCUGUUGUGGUGUGCAA. The protein sequence of the target gene is MAGLTDLQRLQARVEELERWVYGPGGARGSRKVADGLVKVQVALGNISSKRERVKILYKKIEDLIKYLDPEYIDRIAIPDASKLQFILAEEQFILSQVALLEQVNALVPMLDSAHIKAVPEHAARLQRLAQIHIQQQDQCVEITEESKALLEEYNKTTMLLSKQFVQWDELLCQLEAATQVKPAEE. Result: 0 (no interaction). (7) The miRNA is hsa-miR-4481 with sequence GGAGUGGGCUGGUGGUU. The protein sequence of the target gene is MASPPESDGFSDVRKVGYLRKPKSMHKRFFVLRAASEAGGPARLEYYENEKKWRHKSSAPKRSIPLESCFNINKRADSKNKHLVALYTRDEHFAIAADSEAEQDSWYQALLQLHNRAKGHHDGAAALGAGGGGGSCSGSSGLGEAGEDLSYGDVPPGPAFKEVWQVILKPKGLGQTKNLIGIYRLCLTSKTISFVKLNSEAAAVVLQLMNIRRCGHSENFFFIEVGRSAVTGPGEFWMQVDDSVVAQNMHETILEAMRAMSDEFRPRSKSQSSSNCSNPISVPLRRHHLNNPPPSQVGLT.... Result: 0 (no interaction). (8) The miRNA is mmu-miR-26a-5p with sequence UUCAAGUAAUCCAGGAUAGGCU. The protein sequence of the target gene is MANYIHVPPGSPEVPKLDVTVQDQEEQRCRDGALSLLRHLRPHWDPREVTLQLFTDGITNKLIACYVGDTMEDVVLVRIYGNKTELLVDRDEEVKSFRVLQAHGCAPQLYCTFNNGLCYEFIQGEALDPQHVCNPAIFRLIARQLAKIHAIHAHNGWIPKSNLWLKMGKYFSLIPTGFADENINKRFLSEIPSPQLLQEEMTWMKELLSSLGSPVVLCHNDLLCKNIIYNEKQGDVQFIDYEYSGYNYLAYDIGNHFNEFAGVSDVDYSLYPDRELQGQWLRSYLEAYKEYKGFGSDVTE.... Result: 1 (interaction). (9) The miRNA is hsa-miR-4309 with sequence CUGGAGUCUAGGAUUCCA. The protein sequence of the target gene is MGHAGCQFKALLWKNWLCRLRNPVLFLAEFFWPCILFVILTVLRFQEPPRYRDICYLQPRDLPSCGVIPFVQSLLCNTGSRCRNFSYEGSMEHHFRLSRFQTAADPKKVNNLAFLKEIQDLAEEIHGMMDKAKNLKRLWVERSNTPDSSYGSSFFTMDLNKTEEVILKLESLHQQPHIWDFLLLLPRLHTSHDHVEDGMDVAVNLLQTILNSLISLEDLDWLPLNQTFSQVSELVLNVTISTLTFLQQHGVAVTEPVYHLSMQNIVWDPQKVQYDLKSQFGFDDLHTEQILNSSAELKEI.... Result: 0 (no interaction).